Task: Regression. Given two drug SMILES strings and cell line genomic features, predict the synergy score measuring deviation from expected non-interaction effect.. Dataset: NCI-60 drug combinations with 297,098 pairs across 59 cell lines (1) Drug 1: CC(C1=C(C=CC(=C1Cl)F)Cl)OC2=C(N=CC(=C2)C3=CN(N=C3)C4CCNCC4)N. Drug 2: CN1C2=C(C=C(C=C2)N(CCCl)CCCl)N=C1CCCC(=O)O.Cl. Cell line: HS 578T. Synergy scores: CSS=4.71, Synergy_ZIP=-0.131, Synergy_Bliss=8.39, Synergy_Loewe=2.32, Synergy_HSA=3.12. (2) Drug 1: CCCS(=O)(=O)NC1=C(C(=C(C=C1)F)C(=O)C2=CNC3=C2C=C(C=N3)C4=CC=C(C=C4)Cl)F. Drug 2: CC1CCC2CC(C(=CC=CC=CC(CC(C(=O)C(C(C(=CC(C(=O)CC(OC(=O)C3CCCCN3C(=O)C(=O)C1(O2)O)C(C)CC4CCC(C(C4)OC)OCCO)C)C)O)OC)C)C)C)OC. Cell line: MOLT-4. Synergy scores: CSS=33.6, Synergy_ZIP=0.337, Synergy_Bliss=-2.77, Synergy_Loewe=-29.8, Synergy_HSA=-4.61. (3) Drug 1: C1C(C(OC1N2C=C(C(=O)NC2=O)F)CO)O. Drug 2: CCC1=C2CN3C(=CC4=C(C3=O)COC(=O)C4(CC)O)C2=NC5=C1C=C(C=C5)O. Cell line: T-47D. Synergy scores: CSS=-7.88, Synergy_ZIP=5.94, Synergy_Bliss=7.50, Synergy_Loewe=-34.7, Synergy_HSA=-5.74. (4) Drug 1: C#CCC(CC1=CN=C2C(=N1)C(=NC(=N2)N)N)C3=CC=C(C=C3)C(=O)NC(CCC(=O)O)C(=O)O. Cell line: BT-549. Drug 2: N.N.Cl[Pt+2]Cl. Synergy scores: CSS=24.1, Synergy_ZIP=-3.91, Synergy_Bliss=0.745, Synergy_Loewe=1.03, Synergy_HSA=1.32. (5) Drug 1: CC1C(C(=O)NC(C(=O)N2CCCC2C(=O)N(CC(=O)N(C(C(=O)O1)C(C)C)C)C)C(C)C)NC(=O)C3=C4C(=C(C=C3)C)OC5=C(C(=O)C(=C(C5=N4)C(=O)NC6C(OC(=O)C(N(C(=O)CN(C(=O)C7CCCN7C(=O)C(NC6=O)C(C)C)C)C)C(C)C)C)N)C. Drug 2: CC12CCC3C(C1CCC2OP(=O)(O)O)CCC4=C3C=CC(=C4)OC(=O)N(CCCl)CCCl.[Na+]. Cell line: UACC62. Synergy scores: CSS=81.9, Synergy_ZIP=17.8, Synergy_Bliss=21.9, Synergy_Loewe=13.0, Synergy_HSA=19.2. (6) Drug 1: C1=CC(=CC=C1C#N)C(C2=CC=C(C=C2)C#N)N3C=NC=N3. Drug 2: CN(CCCl)CCCl.Cl. Cell line: HL-60(TB). Synergy scores: CSS=48.1, Synergy_ZIP=-2.11, Synergy_Bliss=-0.916, Synergy_Loewe=-4.44, Synergy_HSA=1.78. (7) Drug 1: COC1=NC(=NC2=C1N=CN2C3C(C(C(O3)CO)O)O)N. Drug 2: CC1C(C(CC(O1)OC2CC(CC3=C2C(=C4C(=C3O)C(=O)C5=CC=CC=C5C4=O)O)(C(=O)C)O)N)O. Cell line: A549. Synergy scores: CSS=53.3, Synergy_ZIP=-2.99, Synergy_Bliss=-1.88, Synergy_Loewe=-38.3, Synergy_HSA=0.873.